From a dataset of Reaction yield outcomes from USPTO patents with 853,638 reactions. Predict the reaction yield, written as a fraction of the theoretical maximum amount of product (1.0 means a 100% yield; for example, 0.34 means a 34% yield). (1) The reactants are [F:1][C:2]1[CH:3]=[C:4]([C:9](=O)[C:10]([F:13])([F:12])[F:11])[CH:5]=[C:6]([F:8])[CH:7]=1.C[C:16](P(OC)(O)=O)([C:18]([O-:20])=[O:19])C.[CH3:26]N(C)C(=N)N(C)C. The catalyst is C(Cl)Cl. The product is [CH3:26][O:20][C:18](=[O:19])[CH:16]=[C:9]([C:4]1[CH:3]=[C:2]([F:1])[CH:7]=[C:6]([F:8])[CH:5]=1)[C:10]([F:13])([F:12])[F:11]. The yield is 0.890. (2) The reactants are [CH3:1][O:2][C:3](=[O:16])[CH2:4][C:5]1[CH:10]=[CH:9][C:8]([C:11](=[NH:14])[NH:12][OH:13])=[CH:7][C:6]=1[CH3:15].[CH3:17][C:18](OC(C)=O)=O. No catalyst specified. The product is [CH3:1][O:2][C:3](=[O:16])[CH2:4][C:5]1[CH:10]=[CH:9][C:8]([C:11]2[N:14]=[C:17]([CH3:18])[O:13][N:12]=2)=[CH:7][C:6]=1[CH3:15]. The yield is 0.790. (3) The reactants are [Cl:1][C:2]1[CH:30]=[CH:29][C:5]([CH2:6][C:7]2[C:15]3[C:14](=[O:16])[N:13]([CH2:17][CH2:18][CH2:19][OH:20])[C:12](=[O:21])[NH:11][C:10]=3[O:9][C:8]=2[C:22]2[CH:27]=[CH:26][CH:25]=[C:24]([Cl:28])[CH:23]=2)=[CH:4][CH:3]=1.[C:31]([O-])([O-])=O.[K+].[K+].CI. The product is [Cl:1][C:2]1[CH:3]=[CH:4][C:5]([CH2:6][C:7]2[C:15]3[C:14](=[O:16])[N:13]([CH2:17][CH2:18][CH2:19][OH:20])[C:12](=[O:21])[N:11]([CH3:31])[C:10]=3[O:9][C:8]=2[C:22]2[CH:27]=[CH:26][CH:25]=[C:24]([Cl:28])[CH:23]=2)=[CH:29][CH:30]=1. The yield is 0.130. The catalyst is CN(C=O)C.CC(=O)OCC.O.